This data is from Experimentally validated miRNA-target interactions with 360,000+ pairs, plus equal number of negative samples. The task is: Binary Classification. Given a miRNA mature sequence and a target amino acid sequence, predict their likelihood of interaction. (1) The miRNA is hsa-miR-935 with sequence CCAGUUACCGCUUCCGCUACCGC. The protein sequence of the target gene is MDTTAAAALPAFVALLLLSPWPLLGSAQGQFSAGGCTFDDGPGACDYHQDLYDDFEWVHVSAQEPHYLPPEMPQGSYMIVDSSDHDPGEKARLQLPTMKENDTHCIDFSYLLYSQKGLNPGTLNILVRVNKGPLANPIWNVTGFTGRDWLRAELAVSTFWPNEYQVIFEAEVSGGRSGYIAIDDIQVLSYPCDKSPHFLRLGDVEVNAGQNATFQCIATGRDAVHNKLWLQRRNGEDIPVAQTKNINHRRFAASFRLQEVTKTDQDLYRCVTQSERGSGVSNFAQLIVREPPRPIAPPQL.... Result: 1 (interaction). (2) The miRNA is hsa-miR-3681-3p with sequence ACACAGUGCUUCAUCCACUACU. The protein sequence of the target gene is MSSSLGKEKDSKEKDPKVPSAKEREKEAKASGGFGKESKEKEPKTKGKDAKDGKKDSSAAQPGVAFSVDNTIKRPNPAPGTRKKSSNAEVIKELNKCREENSMRLDLSKRSIHILPSSIKELTQLTELYLYSNKLQSLPAEVGCLVNLMTLALSENSLTSLPDSLDNLKKLRMLDLRHNKLREIPSVVYRLDSLTTLYLRFNRITTVEKDIKNLSKLSMLSIRENKIKQLPAEIGELCNLITLDVAHNQLEHLPKEIGNCTQITNLDLQHNELLDLPDTIGNLSSLSRLGLRYNRLSAIP.... Result: 1 (interaction).